From a dataset of Blood-brain barrier permeability classification from the B3DB database. Regression/Classification. Given a drug SMILES string, predict its absorption, distribution, metabolism, or excretion properties. Task type varies by dataset: regression for continuous measurements (e.g., permeability, clearance, half-life) or binary classification for categorical outcomes (e.g., BBB penetration, CYP inhibition). Dataset: b3db_classification. (1) The drug is C=CC[N+]1(C2CC3C4CCC5CC(O)C(N6CCOCC6)CC5(C)C4CCC3(C)C2OC(C)=O)CCCC1. The result is 0 (does not penetrate BBB). (2) The drug is COc1ccc(C(C)(C)O)cc1CN[C@H]1C2CCN(CC2)[C@H]1C(c1ccccc1)c1ccccc1. The result is 1 (penetrates BBB).